From a dataset of Full USPTO retrosynthesis dataset with 1.9M reactions from patents (1976-2016). Predict the reactants needed to synthesize the given product. Given the product [C:23]([NH:22][C:18]1[CH:17]=[C:16]([CH:11]2[C:10]([CH3:32])([CH3:31])[CH2:9][C:8]3[C:13](=[CH:14][CH:15]=[C:6]([C:4]([OH:5])=[O:3])[CH:7]=3)[NH:12]2)[CH:21]=[CH:20][CH:19]=1)(=[O:30])[C:24]1[CH:29]=[CH:28][CH:27]=[CH:26][CH:25]=1, predict the reactants needed to synthesize it. The reactants are: C([O:3][C:4]([C:6]1[CH:7]=[C:8]2[C:13](=[CH:14][CH:15]=1)[NH:12][CH:11]([C:16]1[CH:21]=[CH:20][CH:19]=[C:18]([NH:22][C:23](=[O:30])[C:24]3[CH:29]=[CH:28][CH:27]=[CH:26][CH:25]=3)[CH:17]=1)[C:10]([CH3:32])([CH3:31])[CH2:9]2)=[O:5])C.Cl.